Predict which catalyst facilitates the given reaction. From a dataset of Catalyst prediction with 721,799 reactions and 888 catalyst types from USPTO. (1) Reactant: [Na].[CH3:2][C:3]1([N:15]2[CH2:20][CH2:19][C:18](=O)[CH2:17][CH2:16]2)[CH2:7][CH2:6][N:5]([C:8]([O:10][C:11]([CH3:14])([CH3:13])[CH3:12])=[O:9])[CH2:4]1.[F:22][C:23]1[CH:24]=[C:25]([NH2:31])[C:26]([NH2:30])=[CH:27][C:28]=1[F:29].C(O)(=O)C. Product: [NH2:31][C:25]1[CH:24]=[C:23]([F:22])[C:28]([F:29])=[CH:27][C:26]=1[NH:30][CH:18]1[CH2:19][CH2:20][N:15]([C:3]2([CH3:2])[CH2:7][CH2:6][N:5]([C:8]([O:10][C:11]([CH3:14])([CH3:13])[CH3:12])=[O:9])[CH2:4]2)[CH2:16][CH2:17]1. The catalyst class is: 34. (2) Reactant: [CH3:1][O:2][C:3]1[CH:8]=[CH:7][C:6](B(O)O)=[CH:5][CH:4]=1.O.P([O-])([O-])([O-])=O.[K+].[K+].[K+].FC(F)(F)S(O[C:27]1[CH:36]=[CH:35][C:34]2[C:29](=[CH:30][CH:31]=[C:32]([O:37][CH3:38])[CH:33]=2)[C:28]=1[CH2:39][CH:40]=[CH2:41])(=O)=O.O. Product: [CH3:38][O:37][C:32]1[CH:33]=[C:34]2[C:29](=[CH:30][CH:31]=1)[C:28]([CH2:39][CH:40]=[CH2:41])=[C:27]([C:6]1[CH:7]=[CH:8][C:3]([O:2][CH3:1])=[CH:4][CH:5]=1)[CH:36]=[CH:35]2. The catalyst class is: 77.